This data is from Catalyst prediction with 721,799 reactions and 888 catalyst types from USPTO. The task is: Predict which catalyst facilitates the given reaction. (1) Reactant: [CH3:1][C:2]1[CH:3]=[C:4]([CH:12]=[C:13]([CH3:15])[CH:14]=1)[O:5][CH2:6][C:7]([O:9]CC)=[O:8].[OH-].[Na+].Cl. Product: [CH3:1][C:2]1[CH:3]=[C:4]([CH:12]=[C:13]([CH3:15])[CH:14]=1)[O:5][CH2:6][C:7]([OH:9])=[O:8]. The catalyst class is: 5. (2) Reactant: [CH:1]1([NH:4][C:5]([NH:7][C:8]2[CH:13]=[CH:12][C:11]([O:14][C:15]3[CH:20]=[CH:19][N:18]=[C:17]4[CH:21]=[C:22]([C:24]5[N:25]=[CH:26][N:27]([CH2:29][CH:30]=O)[CH:28]=5)[S:23][C:16]=34)=[C:10]([F:32])[CH:9]=2)=[O:6])[CH2:3][CH2:2]1.[CH3:33][N:34]1[CH2:39][CH2:38][NH:37][CH2:36][CH2:35]1.CC(O)=O.C(O[BH-](OC(=O)C)OC(=O)C)(=O)C.[Na+]. Product: [CH:1]1([NH:4][C:5]([NH:7][C:8]2[CH:13]=[CH:12][C:11]([O:14][C:15]3[CH:20]=[CH:19][N:18]=[C:17]4[CH:21]=[C:22]([C:24]5[N:25]=[CH:26][N:27]([CH2:29][CH2:30][N:37]6[CH2:38][CH2:39][N:34]([CH3:33])[CH2:35][CH2:36]6)[CH:28]=5)[S:23][C:16]=34)=[C:10]([F:32])[CH:9]=2)=[O:6])[CH2:2][CH2:3]1. The catalyst class is: 37. (3) Reactant: Cl.[Cl:2][C:3]1[CH:37]=[CH:36][C:6]([CH2:7][CH:8]2[N:13]3[C:14](=[O:31])[CH:15]([NH2:30])[CH2:16][N:17]([S:18]([C:21]4[CH:26]=[C:25]([Cl:27])[CH:24]=[CH:23][C:22]=4[O:28][CH3:29])(=[O:20])=[O:19])[CH:12]3[CH2:11][N:10]([CH:32]([CH3:34])[CH3:33])[C:9]2=[O:35])=[CH:5][CH:4]=1.[C:38](O)(=O)[CH3:39].[CH:42](=O)[CH3:43].C([BH3-])#N.[Na+]. Product: [Cl:2][C:3]1[CH:37]=[CH:36][C:6]([CH2:7][CH:8]2[N:13]3[C:14](=[O:31])[CH:15]([N:30]([CH2:38][CH3:39])[CH2:42][CH3:43])[CH2:16][N:17]([S:18]([C:21]4[CH:26]=[C:25]([Cl:27])[CH:24]=[CH:23][C:22]=4[O:28][CH3:29])(=[O:20])=[O:19])[CH:12]3[CH2:11][N:10]([CH:32]([CH3:34])[CH3:33])[C:9]2=[O:35])=[CH:5][CH:4]=1. The catalyst class is: 92. (4) Reactant: [NH2:1][C:2]([C:5]1[N:10]=[C:9]([C:11]([NH:13][CH2:14][C:15]2[CH:20]=[CH:19][C:18]([F:21])=[CH:17][C:16]=2S(C)(=O)=O)=[O:12])[C:8]([OH:26])=[C:7]([OH:27])[N:6]=1)([CH3:4])[CH3:3].C(N(CC)CC)C.[Cl:35][CH2:36][S:37](Cl)(=[O:39])=[O:38]. Product: [Cl:35][CH2:36][S:37]([O:26][C:8]1[C:9]([C:11]([NH:13][CH2:14][C:15]2[CH:20]=[CH:19][C:18]([F:21])=[CH:17][CH:16]=2)=[O:12])=[N:10][C:5]([C:2]([NH:1][S:37]([CH2:36][Cl:35])(=[O:39])=[O:38])([CH3:4])[CH3:3])=[N:6][C:7]=1[OH:27])(=[O:39])=[O:38]. The catalyst class is: 4. (5) Reactant: FC(F)(F)C(O)=O.[CH:8]1([CH:11]([C:13]2[CH:18]=[CH:17][C:16]([C:19]([F:22])([F:21])[F:20])=[CH:15][C:14]=2[F:23])O)[CH2:10][CH2:9]1.[CH3:24][S:25][CH2:26][C:27]1[CH:28]=[CH:29][CH:30]=[C:31]2[C:35]=1[NH:34][CH:33]=[CH:32]2. Product: [CH:8]1([CH:11]([C:13]2[CH:18]=[CH:17][C:16]([C:19]([F:22])([F:21])[F:20])=[CH:15][C:14]=2[F:23])[C:32]2[C:31]3[C:35](=[C:27]([CH2:26][S:25][CH3:24])[CH:28]=[CH:29][CH:30]=3)[NH:34][CH:33]=2)[CH2:10][CH2:9]1. The catalyst class is: 4. (6) The catalyst class is: 99. Reactant: I[C@@H:2]([C:27]1[CH:32]=[CH:31][CH:30]=[CH:29][CH:28]=1)[C@:3]12[CH2:11][C@H:7]([C:8](=[O:10])[O:9]1)[C@@H:6]([C:12]([N:14]1[CH2:19][CH2:18][N:17]([C:20]3[CH:25]=[CH:24][C:23](I)=[CH:22][CH:21]=3)[CH2:16][CH2:15]1)=[O:13])[CH2:5][CH2:4]2.C(=O)([O-])[O-].[Ca+2]. Product: [CH2:2]([C@:3]12[CH2:11][C@H:7]([C:8](=[O:10])[O:9]1)[C@@H:6]([C:12]([N:14]1[CH2:19][CH2:18][N:17]([C:20]3[CH:21]=[CH:22][CH:23]=[CH:24][CH:25]=3)[CH2:16][CH2:15]1)=[O:13])[CH2:5][CH2:4]2)[C:27]1[CH:32]=[CH:31][CH:30]=[CH:29][CH:28]=1. (7) Reactant: [C:1]([C:5]1[S:9]/[C:8](=[N:10]\[C:11](=[O:21])[C:12]2[CH:17]=[C:16]([Cl:18])[CH:15]=[CH:14][C:13]=2[O:19][CH3:20])/[N:7]([CH2:22][C@H:23]([NH:25]C(=O)OC(C)(C)C)[CH3:24])[CH:6]=1)([CH3:4])([CH3:3])[CH3:2].Cl. Product: [NH2:25][C@H:23]([CH3:24])[CH2:22][N:7]1[CH:6]=[C:5]([C:1]([CH3:3])([CH3:4])[CH3:2])[S:9]/[C:8]/1=[N:10]\[C:11](=[O:21])[C:12]1[CH:17]=[C:16]([Cl:18])[CH:15]=[CH:14][C:13]=1[O:19][CH3:20]. The catalyst class is: 71. (8) Reactant: [Cl:1][C:2]1[CH:19]=[CH:18][C:5]([CH2:6][N:7]2[C:15]3[C:10](=[CH:11][C:12]([CH:16]=[O:17])=[CH:13][CH:14]=3)[CH:9]=[N:8]2)=[C:4]([C:20]([F:23])([F:22])[F:21])[CH:3]=1.[B-](F)(F)(F)[F:25].[B-](F)(F)(F)F.C1[N+]2(CCl)CC[N+](F)(CC2)C1. Product: [Cl:1][C:2]1[CH:19]=[CH:18][C:5]([CH2:6][N:7]2[C:15]3[C:10](=[CH:11][C:12]([CH:16]=[O:17])=[CH:13][CH:14]=3)[C:9]([F:25])=[N:8]2)=[C:4]([C:20]([F:22])([F:23])[F:21])[CH:3]=1. The catalyst class is: 23.